Task: Predict the product of the given reaction.. Dataset: Forward reaction prediction with 1.9M reactions from USPTO patents (1976-2016) The product is: [NH2:8][C:9]1[CH:14]=[C:13]([Cl:15])[C:12]([C:1]#[N:2])=[CH:11][N:10]=1. Given the reactants [CH3:1][N:2]1CCCC1=O.[NH2:8][C:9]1[CH:14]=[C:13]([Cl:15])[C:12](I)=[CH:11][N:10]=1.[NH4+], predict the reaction product.